Task: Predict the product of the given reaction.. Dataset: Forward reaction prediction with 1.9M reactions from USPTO patents (1976-2016) (1) Given the reactants [OH:1][CH:2]1[CH2:7][CH2:6][N:5]([C:8]([O:10][CH:11]([CH3:13])[CH3:12])=[O:9])[CH2:4][CH2:3]1.CN(C)C=O.[H-].[Na+].Cl[C:22]1[N:27]=[CH:26][N:25]=[C:24]([N:28]2[C:36]3[C:31](=[N:32][CH:33]=[CH:34][CH:35]=3)[CH2:30][CH2:29]2)[CH:23]=1, predict the reaction product. The product is: [N:28]1([C:24]2[N:25]=[CH:26][N:27]=[C:22]([O:1][CH:2]3[CH2:3][CH2:4][N:5]([C:8]([O:10][CH:11]([CH3:13])[CH3:12])=[O:9])[CH2:6][CH2:7]3)[CH:23]=2)[C:36]2[C:31](=[N:32][CH:33]=[CH:34][CH:35]=2)[CH2:30][CH2:29]1. (2) Given the reactants [OH:1][C:2]1[CH:11]=[C:10]([OH:12])[CH:9]=[C:8]2[C:3]=1[C:4](=[O:23])[CH:5]=[C:6]([C:13]1[CH:18]=[C:17]([O:19][CH3:20])[C:16]([O:21][CH3:22])=[CH:15][CH:14]=1)[O:7]2.C(=O)([O-])[O-].[K+].[K+].Br[CH2:31][C:32]#N.[C:34](OCC)(=O)C, predict the reaction product. The product is: [CH2:34]([O:12][C:10]1[CH:9]=[C:8]2[C:3]([C:4](=[O:23])[CH:5]=[C:6]([C:13]3[CH:18]=[C:17]([O:19][CH3:20])[C:16]([O:21][CH3:22])=[CH:15][CH:14]=3)[O:7]2)=[C:2]([OH:1])[CH:11]=1)[C:31]#[CH:32]. (3) Given the reactants [CH3:1][CH:2]([CH:6]1[C:11](=[O:12])[NH:10][C:9](=[O:13])[NH:8][C:7]1=[O:14])[CH2:3][CH2:4][CH3:5].[Na].[C:16]([O:20][C:21]([NH:23][OH:24])=[O:22])([CH3:19])([CH3:18])[CH3:17].I([O-])(=O)(=O)=O.[Na+], predict the reaction product. The product is: [C:16]([O:20][C:21]([N:23]([OH:24])[C:6]1([CH:2]([CH3:1])[CH2:3][CH2:4][CH3:5])[C:7](=[O:14])[NH:8][C:9](=[O:13])[NH:10][C:11]1=[O:12])=[O:22])([CH3:19])([CH3:18])[CH3:17].